Task: Binary Classification. Given a miRNA mature sequence and a target amino acid sequence, predict their likelihood of interaction.. Dataset: Experimentally validated miRNA-target interactions with 360,000+ pairs, plus equal number of negative samples (1) The miRNA is hsa-miR-6880-3p with sequence CCGCCUUCUCUCCUCCCCCAG. The protein sequence of the target gene is MARLLCFVLLCGIADFTSGLSITTPEQRIEKAKGETAYLPCKFTLSPEDQGPLDIEWLISPSDNQIVDQVIILYSGDKIYDNYYPDLKGRVHFTSNDVKSGDASINVTNLQLSDIGTYQCKVKKAPGVANKKFLLTVLVKPSGTRCFVDGSEEIGNDFKLKCEPKEGSLPLQFEWQKLSDSQTMPTPWLAEMTSPVISVKNASSEYSGTYSCTVQNRVGSDQCMLRLDVVPPSNRAGTIAGAVIGTLLALVLIGAILFCCHRKRREEKYEKEVHHDIREDVPPPKSRTSTARSYIGSNHS.... Result: 0 (no interaction). (2) Result: 0 (no interaction). The miRNA is mmu-miR-7213-3p with sequence UACCUCAAGAGAGCCAGUCU. The protein sequence of the target gene is MIATGALLRVLLLLLAFGHSTYGAECDPPCDPQYGFCEADNVCRCHVGWEGPLCDKCVTAPGCVNGVCKEPWQCICKDGWDGKFCEIDVRACTSTPCANNGTCVDLEKGQYECSCTPGFSGKDCQHKAGPCVINGSPCQHGGACVDDEGQASHASCLCPPGFSGNFCEIVAATNSCTPNPCENDGVCTDIGGDFRCRCPAGFVDKTCSRPVSNCASGPCQNGGTCLQHTQVSFECLCKPPFMGPTCAKKRGASPVQVTHLPSGYGLTYRLTPGVHELPVQQPEQHILKVSMKELNKSTPL.... (3) The miRNA is hsa-miR-604 with sequence AGGCUGCGGAAUUCAGGAC. The protein sequence of the target gene is MAPPLAPLPPRDPNGAGPEWREPGAVSFADVAVYFCREEWGCLRPAQRALYRDVMRETYGHLSALGIGGNKPALISWVEEEAELWGPAAQDPEVAKCQTQTDPADSRNKKKERQREGTGALEKPDPVAAGSPGLKSPQAPSAGPPYGWEQLSKAPHRGRPSLCAHPPVPRADQRHGCYVCGKSFAWRSTLVEHVYSHTGEKPFHCTDCGKGFGHASSLSKHRAIHRGERPHRCLECGRAFTQRSALTSHLRVHTGEKPYGCADCGRRFSQSSALYQHRRVHSGETPFPCPDCGRAFAYPS.... Result: 0 (no interaction). (4) The miRNA is bta-miR-16a with sequence UAGCAGCACGUAAAUAUUGGUG. The protein sequence of the target gene is MEVTADQPRWVSHHHPAVLNGQHPDTHHPGLGHSYMEAQYPLTEEVDVLFNIDGQGNHVPSYYGNSVRATVQRYPPTHHGSQVCRPPLLHGSLPWLDGGKALSSHHTASPWNLSPFSKTSIHHGSPGPLSVYPPASSSSLAAGHSSPHLFTFPPTPPKDVSPDPSLSTPGSAGSARQDEKECLKYQVQLPDSMKLETSHSRGSMTTLGGASSSAHHPITTYPPYVPEYSSGLFPPSSLLGGSPTGFGCKSRPKARSSTEGRECVNCGATSTPLWRRDGTGHYLCNACGLYHKMNGQNRPL.... Result: 0 (no interaction). (5) The miRNA is hsa-miR-3138 with sequence UGUGGACAGUGAGGUAGAGGGAGU. The protein sequence of the target gene is MENQGTRTQQIRQVLLLFVLLGMSQAGSETWSFSVAEEMQSGSFVGNLAKDLGLKVRELSSRGARVVSNDKKQRLQLDINTGDLLLSETLDREELCGSIEPCVLHLQVLMQNPTQFLQIELQVRDINDHSPIFSEKQMLLEIPENSPVGAVFLLESAKDLDVGINAVKSYTISPNSHFHIKMRVIPDNRKYPELVLDKALDYEELPELSFILSALDGGSPPRSGTALVRVVVVDINDNSPEFEQAFYEVKIRENSILGSLILIVSAWDLDSGTNGEICYTFSHASEDIRKTFEINQKSGE.... Result: 0 (no interaction).